From a dataset of Forward reaction prediction with 1.9M reactions from USPTO patents (1976-2016). Predict the product of the given reaction. Given the reactants Br[C:2]1[CH:3]=[C:4]2[C:8](=[CH:9][C:10]=1[F:11])[N:7]([CH:12]1[CH2:17][CH2:16][N:15]([C:18]3[N:23]=[CH:22][C:21]([CH2:24][CH3:25])=[CH:20][N:19]=3)[CH2:14][CH2:13]1)[CH:6]=[CH:5]2.CC1(C)C(C)(C)OB([C:34]2[CH:41]=[CH:40][C:37]([C:38]#[N:39])=[CH:36][CH:35]=2)O1, predict the reaction product. The product is: [CH2:24]([C:21]1[CH:22]=[N:23][C:18]([N:15]2[CH2:14][CH2:13][CH:12]([N:7]3[C:8]4[C:4](=[CH:3][C:2]([C:34]5[CH:41]=[CH:40][C:37]([C:38]#[N:39])=[CH:36][CH:35]=5)=[C:10]([F:11])[CH:9]=4)[CH:5]=[CH:6]3)[CH2:17][CH2:16]2)=[N:19][CH:20]=1)[CH3:25].